Dataset: Full USPTO retrosynthesis dataset with 1.9M reactions from patents (1976-2016). Task: Predict the reactants needed to synthesize the given product. (1) Given the product [ClH:27].[O:29]1[C:30]2[CH:36]=[CH:35][CH:34]=[CH:33][C:31]=2[N:32]=[C:28]1[N:18]([CH2:19][CH2:20][CH2:21][CH2:22][CH2:23][CH2:24][CH3:25])[CH2:17][CH2:16][C:14]1[N:15]=[C:11]([S:10][C:7]([CH3:8])([CH3:9])[C:6]([OH:5])=[O:26])[S:12][CH:13]=1, predict the reactants needed to synthesize it. The reactants are: C([O:5][C:6](=[O:26])[C:7]([S:10][C:11]1[S:12][CH:13]=[C:14]([CH2:16][CH2:17][NH:18][CH2:19][CH2:20][CH2:21][CH2:22][CH2:23][CH2:24][CH3:25])[N:15]=1)([CH3:9])[CH3:8])(C)(C)C.[Cl:27][C:28]1[O:29][C:30]2[CH:36]=[CH:35][CH:34]=[CH:33][C:31]=2[N:32]=1.Cl.C(OCC)(=O)C. (2) Given the product [NH2:27][C:28]1[S:29][C:30]([C:33]([NH:13][C:10]2[N:9]3[CH2:14][CH2:15][N:16]=[C:8]3[C:7]3[CH:6]=[CH:5][C:4]([O:17][CH2:18][CH2:19][CH2:20][N:21]4[CH2:22][CH2:23][O:24][CH2:25][CH2:26]4)=[C:3]([O:2][CH3:1])[C:12]=3[N:11]=2)=[O:34])=[CH:31][N:32]=1, predict the reactants needed to synthesize it. The reactants are: [CH3:1][O:2][C:3]1[C:12]2[N:11]=[C:10]([NH2:13])[N:9]3[CH2:14][CH2:15][N:16]=[C:8]3[C:7]=2[CH:6]=[CH:5][C:4]=1[O:17][CH2:18][CH2:19][CH2:20][N:21]1[CH2:26][CH2:25][O:24][CH2:23][CH2:22]1.[NH2:27][C:28]1[S:29][C:30]([C:33](O)=[O:34])=[CH:31][N:32]=1.C1CN([P+](ON2N=NC3C=CC=CC2=3)(N2CCCC2)N2CCCC2)CC1.F[P-](F)(F)(F)(F)F.C(N(C(C)C)CC)(C)C. (3) The reactants are: C[O:2][C:3](=[O:48])[CH:4]([C:24]1[CH:29]=[CH:28][CH:27]=[C:26]([N:30]([C:41]([O:43][C:44]([CH3:47])([CH3:46])[CH3:45])=[O:42])[C:31]([NH2:40])=[N:32][C:33]([O:35][C:36]([CH3:39])([CH3:38])[CH3:37])=[O:34])[CH:25]=1)[O:5][P:6]([CH:9]([NH:13][C:14]([O:16][CH2:17][C:18]1[CH:23]=[CH:22][CH:21]=[CH:20][CH:19]=1)=[O:15])[CH:10]([CH3:12])[CH3:11])([OH:8])=[O:7].[Li+].[OH-].OS([O-])(=O)=O.[Na+]. Given the product [C:44]([O:43][C:41]([N:30]([C:26]1[CH:25]=[C:24]([CH:4]([O:5][P:6]([CH:9]([NH:13][C:14]([O:16][CH2:17][C:18]2[CH:19]=[CH:20][CH:21]=[CH:22][CH:23]=2)=[O:15])[CH:10]([CH3:12])[CH3:11])([OH:8])=[O:7])[C:3]([OH:48])=[O:2])[CH:29]=[CH:28][CH:27]=1)[C:31]([NH2:40])=[N:32][C:33]([O:35][C:36]([CH3:37])([CH3:38])[CH3:39])=[O:34])=[O:42])([CH3:46])([CH3:47])[CH3:45], predict the reactants needed to synthesize it.